From a dataset of Forward reaction prediction with 1.9M reactions from USPTO patents (1976-2016). Predict the product of the given reaction. (1) Given the reactants [CH3:1][N:2]([C:10]1[CH:15]=[CH:14][CH:13]=[C:12]([CH2:16][CH:17]2[CH2:22][CH2:21][NH:20][CH2:19][CH2:18]2)[N:11]=1)[C:3](=[O:9])[O:4][C:5]([CH3:8])([CH3:7])[CH3:6].[Cl:23][C:24]1[CH:45]=[CH:44][CH:43]=[C:42]([Cl:46])[C:25]=1[C:26]([NH:28][C@H:29]([C:38]([O:40][CH3:41])=[O:39])[CH2:30][C:31]1[CH:36]=[CH:35][C:34](I)=[CH:33][CH:32]=1)=[O:27].C([O-])([O-])=O.[Cs+].[Cs+].N1CCC[C@H]1C(O)=O, predict the reaction product. The product is: [C:5]([O:4][C:3]([N:2]([CH3:1])[C:10]1[N:11]=[C:12]([CH2:16][CH:17]2[CH2:18][CH2:19][N:20]([C:34]3[CH:35]=[CH:36][C:31]([CH2:30][C@@H:29]([C:38]([O:40][CH3:41])=[O:39])[NH:28][C:26](=[O:27])[C:25]4[C:42]([Cl:46])=[CH:43][CH:44]=[CH:45][C:24]=4[Cl:23])=[CH:32][CH:33]=3)[CH2:21][CH2:22]2)[CH:13]=[CH:14][CH:15]=1)=[O:9])([CH3:8])([CH3:6])[CH3:7]. (2) The product is: [CH2:1]([C:5]1[O:6][C:7]([CH2:15][CH2:16][OH:17])=[CH:8][CH:9]=1)[CH2:2][CH2:3][CH3:4]. Given the reactants [CH2:1]([C:5]1[O:6][CH:7]=[CH:8][CH:9]=1)[CH2:2][CH2:3][CH3:4].[Li]CCCC.[CH2:15]1[O:17][CH2:16]1, predict the reaction product. (3) Given the reactants [Cl:1][C:2]1[N:3]=[C:4]([CH:16]2[C:24]3[C:19](=[CH:20][CH:21]=[C:22]([C:25]([F:28])([F:27])[F:26])[CH:23]=3)[NH:18][C:17]2=[O:29])[C:5]2[C:6](=[N:8][N:9]([CH:11]3[CH2:15][CH2:14][CH2:13][CH2:12]3)[CH:10]=2)[N:7]=1.C([NH:37][CH2:38][CH2:39][NH2:40])(OC(C)(C)C)=O, predict the reaction product. The product is: [ClH:1].[NH2:37][CH2:38][CH2:39][NH:40][C:2]1[N:3]=[C:4]([CH:16]2[C:24]3[C:19](=[CH:20][CH:21]=[C:22]([C:25]([F:27])([F:26])[F:28])[CH:23]=3)[NH:18][C:17]2=[O:29])[C:5]2[C:6](=[N:8][N:9]([CH:11]3[CH2:15][CH2:14][CH2:13][CH2:12]3)[CH:10]=2)[N:7]=1. (4) Given the reactants Cl[C:2]1[CH:7]=[CH:6][N:5]=[C:4]2[CH:8]=[C:9]([C:11]3[CH:16]=[C:15]([CH3:17])[C:14]([O:18][CH3:19])=[C:13]([CH3:20])[CH:12]=3)[O:10][C:3]=12.[CH3:21][C:22]1[C:30]([NH2:31])=[CH:29][CH:28]=[C:27]2[C:23]=1[CH:24]=[CH:25][NH:26]2, predict the reaction product. The product is: [CH3:19][O:18][C:14]1[C:15]([CH3:17])=[CH:16][C:11]([C:9]2[O:10][C:3]3[C:4](=[N:5][CH:6]=[CH:7][C:2]=3[NH:31][C:30]3[C:22]([CH3:21])=[C:23]4[C:27](=[CH:28][CH:29]=3)[NH:26][CH:25]=[CH:24]4)[CH:8]=2)=[CH:12][C:13]=1[CH3:20]. (5) The product is: [CH2:8]([C:16]1[CH:17]=[CH:18][C:19]([O:20][CH2:21][CH:22]([OH:23])[CH2:24][N:3]2[CH:7]=[CH:6][CH:5]=[CH:4]2)=[CH:25][CH:26]=1)[CH2:9][CH2:10][CH2:11][CH2:12][CH2:13][CH2:14][CH3:15]. Given the reactants [H-].[Na+].[NH:3]1[CH:7]=[CH:6][CH:5]=[CH:4]1.[CH2:8]([C:16]1[CH:26]=[CH:25][C:19]([O:20][CH2:21][CH:22]2[CH2:24][O:23]2)=[CH:18][CH:17]=1)[CH2:9][CH2:10][CH2:11][CH2:12][CH2:13][CH2:14][CH3:15].[Na+].[Cl-], predict the reaction product. (6) Given the reactants C([O:3][C:4](=[O:34])[CH:5]([C:10]1[CH:11]=[C:12]([C:24]2[CH:29]=[CH:28][C:27]([C:30]([F:33])([F:32])[F:31])=[CH:26][CH:25]=2)[CH:13]=[C:14](OS(C(F)(F)F)(=O)=O)[CH:15]=1)[CH2:6][CH:7]([CH3:9])[CH3:8])C.[CH:35]([C:38]1[CH:43]=[CH:42][C:41](B(O)O)=[CH:40][CH:39]=1)([CH3:37])[CH3:36], predict the reaction product. The product is: [CH:35]([C:38]1[CH:43]=[CH:42][C:41]([C:14]2[CH:15]=[C:10]([CH:5]([CH2:6][CH:7]([CH3:9])[CH3:8])[C:4]([OH:3])=[O:34])[CH:11]=[C:12]([C:24]3[CH:29]=[CH:28][C:27]([C:30]([F:33])([F:32])[F:31])=[CH:26][CH:25]=3)[CH:13]=2)=[CH:40][CH:39]=1)([CH3:37])[CH3:36]. (7) The product is: [C:1]([O:5][C:6](=[O:7])[NH:8][C@H:9]([CH:10]([OH:14])[C:11](=[O:13])[NH:27][C@@H:25]([C:19]1[CH:24]=[CH:23][CH:22]=[CH:21][CH:20]=1)[CH3:26])[CH2:15][CH2:16][CH2:17][CH3:18])([CH3:2])([CH3:3])[CH3:4]. Given the reactants [C:1]([O:5][C:6]([NH:8][CH:9]([CH2:15][CH2:16][CH2:17][CH3:18])[C@H:10]([OH:14])[C:11]([OH:13])=O)=[O:7])([CH3:4])([CH3:3])[CH3:2].[C:19]1([C@H:25]([NH2:27])[CH3:26])[CH:24]=[CH:23][CH:22]=[CH:21][CH:20]=1.C(N(CC)C(C)C)(C)C.CN(C(ON1N=NC2C=CC=NC1=2)=[N+](C)C)C.F[P-](F)(F)(F)(F)F, predict the reaction product. (8) The product is: [N+:15]([C:10]1[CH:9]=[CH:8][C:7]2[CH2:1][CH2:2][N:3]([C:12](=[O:14])[CH3:13])[CH2:4][CH2:5][C:6]=2[CH:11]=1)([O-:17])=[O:16]. Given the reactants [CH2:1]1[C:7]2[CH:8]=[CH:9][CH:10]=[CH:11][C:6]=2[CH2:5][CH2:4][N:3]([C:12](=[O:14])[CH3:13])[CH2:2]1.[N+:15]([O-])([OH:17])=[O:16], predict the reaction product. (9) Given the reactants [CH3:1][C:2]1[N+:11]2[CH:12]=[CH:13][C:14]3[C:19]([C:10]=2[CH:9]=[C:8]2[C:3]=1[CH:4]=[C:5]([O:26]C)[C:6]([O:24]C)=[CH:7]2)=[CH:18][C:17]([O:20]C)=[C:16]([O:22]C)[CH:15]=3.O.[Cl-:29].B(Br)(Br)Br.Cl, predict the reaction product. The product is: [Cl-:29].[CH3:1][C:2]1[N:11]2[CH2:12][CH:13]=[C:14]3[C:19]([C+:18]=[C:17]([OH:20])[C:16]([OH:22])=[CH:15]3)=[C:10]2[CH:9]=[C:8]2[C:3]=1[CH:4]=[C:5]([OH:26])[C:6]([OH:24])=[CH:7]2.